The task is: Predict the reactants needed to synthesize the given product.. This data is from Full USPTO retrosynthesis dataset with 1.9M reactions from patents (1976-2016). (1) The reactants are: C(OC([N:8]1[CH2:14][CH2:13][C:12]2[C:15]([NH:20][CH2:21][C:22]3[CH:27]=[CH:26][C:25]([S:28][CH2:29][C:30](=[O:37])[NH:31][CH2:32][C:33]([CH3:36])([CH3:35])[CH3:34])=[CH:24][CH:23]=3)=[C:16]([Cl:19])[CH:17]=[CH:18][C:11]=2[CH2:10][CH2:9]1)=O)(C)(C)C.Cl.O1CCOCC1. Given the product [Cl:19][C:16]1[CH:17]=[CH:18][C:11]2[CH2:10][CH2:9][NH:8][CH2:14][CH2:13][C:12]=2[C:15]=1[NH:20][CH2:21][C:22]1[CH:27]=[CH:26][C:25]([S:28][CH2:29][C:30](=[O:37])[NH:31][CH2:32][C:33]([CH3:35])([CH3:34])[CH3:36])=[CH:24][CH:23]=1, predict the reactants needed to synthesize it. (2) Given the product [CH3:28][NH:27][C:25](=[O:26])[CH:24]([N:6]1[CH2:7][CH2:8][C:9]2[S:10][C:2]([CH3:1])=[CH:3][C:4]=2[CH:5]1[CH2:11][CH2:12][C:13]1[CH:18]=[CH:17][C:16]([C:19]([F:22])([F:21])[F:20])=[CH:15][CH:14]=1)[C:29]1[CH:30]=[CH:31][CH:32]=[CH:33][CH:34]=1, predict the reactants needed to synthesize it. The reactants are: [CH3:1][C:2]1[S:10][C:9]2[CH2:8][CH2:7][NH:6][CH:5]([CH2:11][CH2:12][C:13]3[CH:18]=[CH:17][C:16]([C:19]([F:22])([F:21])[F:20])=[CH:15][CH:14]=3)[C:4]=2[CH:3]=1.Br[CH:24]([C:29]1[CH:34]=[CH:33][CH:32]=[CH:31][CH:30]=1)[C:25]([NH:27][CH3:28])=[O:26].C(N(C(C)C)C(C)C)C.[I-].[Na+]. (3) Given the product [CH3:23][C:20]1[C:19]([CH3:24])=[C:18]([NH:17][S:7]([C:4]2[CH:5]=[CH:6][C:1]([C:11]3[CH:16]=[CH:15][CH:14]=[CH:13][CH:12]=3)=[CH:2][CH:3]=2)(=[O:9])=[O:8])[O:22][N:21]=1, predict the reactants needed to synthesize it. The reactants are: [C:1]1([C:11]2[CH:16]=[CH:15][CH:14]=[CH:13][CH:12]=2)[CH:6]=[CH:5][C:4]([S:7](Cl)(=[O:9])=[O:8])=[CH:3][CH:2]=1.[NH2:17][C:18]1[O:22][N:21]=[C:20]([CH3:23])[C:19]=1[CH3:24].